Dataset: Catalyst prediction with 721,799 reactions and 888 catalyst types from USPTO. Task: Predict which catalyst facilitates the given reaction. (1) Reactant: [Br:1][C:2]1[CH:3]=[C:4]2[C:8](=[CH:9][CH:10]=1)[NH:7][C:6]([C:11]#[N:12])=[C:5]2[CH2:13][C:14]([O:16]C)=[O:15].[Li+].[OH-:19].[CH3:20]COC(C)=O.[CH2:26]1[CH2:30]OC[CH2:27]1. Product: [Br:1][C:2]1[CH:3]=[C:4]2[C:8](=[CH:9][CH:10]=1)[NH:7][C:6]([C:11](=[O:19])[NH:12][C:26]([CH3:27])([CH3:30])[CH3:20])=[C:5]2[CH2:13][C:14]([OH:16])=[O:15].[Br:1][C:2]1[CH:3]=[C:4]2[C:8](=[CH:9][CH:10]=1)[NH:7][C:6]([C:11]#[N:12])=[C:5]2[CH2:13][C:14]([OH:16])=[O:15]. The catalyst class is: 6. (2) Reactant: [CH3:1][C@@H:2]1[CH2:19][C:18]2[C@:13](C)([CH2:14][CH2:15][C:16](=[O:20])[CH:17]=2)[C@@H:12]2[C@@H:3]1[C@H:4]1[C@@:8]([CH2:10][CH2:11]2)([CH3:9])[C:7](=[O:22])[CH2:6][CH2:5]1.O. Product: [CH3:1][C@H:2]1[C@H:3]2[C@H:4]3[C@:8]([CH3:9])([CH2:10][CH2:11][C@@H:12]2[C:13]2[CH:14]=[CH:15][C:16]([OH:20])=[CH:17][C:18]=2[CH2:19]1)[C:7](=[O:22])[CH2:6][CH2:5]3. The catalyst class is: 15. (3) Reactant: [CH3:1][CH:2]1[NH:7][CH2:6][CH:5]([OH:8])[CH2:4][CH2:3]1.C(N(CC)CC)C.[CH3:16][C:17]([O:20][C:21](O[C:21]([O:20][C:17]([CH3:19])([CH3:18])[CH3:16])=[O:22])=[O:22])([CH3:19])[CH3:18]. Product: [OH:8][CH:5]1[CH2:6][N:7]([C:21]([O:20][C:17]([CH3:19])([CH3:18])[CH3:16])=[O:22])[CH:2]([CH3:1])[CH2:3][CH2:4]1. The catalyst class is: 2. (4) Reactant: [CH3:1][S:2](Cl)(=[O:4])=[O:3].[NH2:6][C:7]([CH3:28])([CH3:27])[CH2:8][C:9]1[N:10]([CH2:23][CH2:24][O:25][CH3:26])[N:11]=[C:12]2[C:21]=1[C:20]1[CH:19]=[CH:18][CH:17]=[CH:16][C:15]=1[N:14]=[C:13]2[NH2:22]. Product: [NH2:22][C:13]1[C:12]2=[N:11][N:10]([CH2:23][CH2:24][O:25][CH3:26])[C:9]([CH2:8][C:7]([NH:6][S:2]([CH3:1])(=[O:4])=[O:3])([CH3:28])[CH3:27])=[C:21]2[C:20]2[CH:19]=[CH:18][CH:17]=[CH:16][C:15]=2[N:14]=1. The catalyst class is: 13. (5) Reactant: [Cl:1][C:2]1[C:3](=[O:14])O[C:5](=[O:13])[C:6]=1[C:7]1[CH:12]=[CH:11][CH:10]=[CH:9][CH:8]=1.[NH2:15][CH2:16][C:17]1[CH:26]=[CH:25][C:20]([C:21]([O:23][CH3:24])=[O:22])=[CH:19][CH:18]=1. Product: [Cl:1][C:2]1[C:3](=[O:14])[N:15]([CH2:16][C:17]2[CH:18]=[CH:19][C:20]([C:21]([O:23][CH3:24])=[O:22])=[CH:25][CH:26]=2)[C:5](=[O:13])[C:6]=1[C:7]1[CH:8]=[CH:9][CH:10]=[CH:11][CH:12]=1. The catalyst class is: 15. (6) Reactant: CCOCC.Br[C:7]1[CH:12]=[CH:11][C:10]([O:13][CH3:14])=[CH:9][CH:8]=1.[CH3:15][N:16]([CH3:29])[C:17]1(C#N)[CH2:26][CH2:25][C:20]2([O:24][CH2:23][CH2:22][O:21]2)[CH2:19][CH2:18]1. Product: [CH3:14][O:13][C:10]1[CH:11]=[CH:12][C:7]([C:17]2([N:16]([CH3:29])[CH3:15])[CH2:26][CH2:25][C:20]3([O:24][CH2:23][CH2:22][O:21]3)[CH2:19][CH2:18]2)=[CH:8][CH:9]=1. The catalyst class is: 1. (7) Reactant: [F:1][C:2]1[CH:7]=[CH:6][C:5]([C:8]2[C:17]3[C:12](=[CH:13][C:14]([CH:18]=[O:19])=[CH:15][CH:16]=3)[N:11]=[C:10]([C:20]([NH2:22])=[O:21])[CH:9]=2)=[CH:4][CH:3]=1.CC(=CC)C.Cl([O-])=[O:29].[Na+].O.P([O-])(O)(O)=O.[Na+]. Product: [NH2:22][C:20]([C:10]1[CH:9]=[C:8]([C:5]2[CH:4]=[CH:3][C:2]([F:1])=[CH:7][CH:6]=2)[C:17]2[C:12](=[CH:13][C:14]([C:18]([OH:29])=[O:19])=[CH:15][CH:16]=2)[N:11]=1)=[O:21]. The catalyst class is: 664. (8) Reactant: Cl[C:2]1[C:7]([C:8]#[N:9])=[C:6]([NH:10][C:11]2[CH:16]=[CH:15][C:14]([S:17][CH3:18])=C[CH:12]=2)[N:5]=[CH:4][N:3]=1.C(=O)([O-])[O-].[K+].[K+].Cl.[NH:26]1[CH2:31][CH2:30][CH:29]([C:32](=[O:38])[CH2:33][CH2:34][CH2:35][CH2:36][CH3:37])[CH2:28][CH2:27]1.C(=O)(O)[O-].[Na+].C[N:45](C=O)C. Product: [C:32]([CH:29]1[CH2:30][CH2:31][N:26]([C:2]2[C:7]([C:8]#[N:9])=[C:6]([NH:10][C:11]3[CH:12]=[N:45][C:14]([S:17][CH3:18])=[CH:15][CH:16]=3)[N:5]=[CH:4][N:3]=2)[CH2:27][CH2:28]1)(=[O:38])[CH2:33][CH2:34][CH2:35][CH2:36][CH3:37]. The catalyst class is: 13.